From a dataset of NCI-60 drug combinations with 297,098 pairs across 59 cell lines. Regression. Given two drug SMILES strings and cell line genomic features, predict the synergy score measuring deviation from expected non-interaction effect. Drug 1: C1CC(=O)NC(=O)C1N2CC3=C(C2=O)C=CC=C3N. Drug 2: CS(=O)(=O)OCCCCOS(=O)(=O)C. Cell line: NCI-H522. Synergy scores: CSS=6.35, Synergy_ZIP=-1.77, Synergy_Bliss=0.597, Synergy_Loewe=0.522, Synergy_HSA=0.808.